Dataset: Full USPTO retrosynthesis dataset with 1.9M reactions from patents (1976-2016). Task: Predict the reactants needed to synthesize the given product. (1) Given the product [Cl:22][C:17]1[CH:16]=[C:15]([NH:14][C:5]2[C:4]3[C:9](=[CH:10][CH:11]=[C:2]([NH:1][CH2:28][C:27]4[CH:30]=[CH:31][CH:32]=[C:25]([C:23]#[N:24])[CH:26]=4)[CH:3]=3)[N:8]=[CH:7][C:6]=2[C:12]#[N:13])[CH:20]=[CH:19][C:18]=1[F:21], predict the reactants needed to synthesize it. The reactants are: [NH2:1][C:2]1[CH:3]=[C:4]2[C:9](=[CH:10][CH:11]=1)[N:8]=[CH:7][C:6]([C:12]#[N:13])=[C:5]2[NH:14][C:15]1[CH:20]=[CH:19][C:18]([F:21])=[C:17]([Cl:22])[CH:16]=1.[C:23]([C:25]1[CH:26]=[C:27]([CH:30]=[CH:31][CH:32]=1)[CH:28]=O)#[N:24].[BH3-]C#N.[Na+]. (2) Given the product [Cl:3][C:9]1[C:8]2[C:13](=[C:14]([F:17])[CH:15]=[CH:16][C:7]=2[F:6])[S:12][CH2:11][C:10]=1[CH:22]=[O:23], predict the reactants needed to synthesize it. The reactants are: P(Cl)(Cl)([Cl:3])=O.[F:6][C:7]1[CH:16]=[CH:15][C:14]([F:17])=[C:13]2[C:8]=1[C:9](=O)[CH2:10][CH2:11][S:12]2.CN([CH:22]=[O:23])C. (3) The reactants are: [CH:1]12[CH2:7][CH:4]([CH2:5][CH2:6]1)[CH2:3][C@@H:2]2[NH:8][C:9]1[S:10][CH:11]([CH3:15])[C:12](=[O:14])[N:13]=1.C([N-]C(C)C)(C)C.[Li+].[C:24]([O:28][C:29]([N:31]1[CH2:36][CH2:35][CH:34]([CH2:37]Br)[CH2:33][CH2:32]1)=[O:30])([CH3:27])([CH3:26])[CH3:25]. Given the product [CH:1]12[CH2:7][CH:4]([CH2:5][CH2:6]1)[CH2:3][C@@H:2]2[NH:8][C:9]1[S:10][C:11]([CH2:37][CH:34]2[CH2:35][CH2:36][N:31]([C:29]([O:28][C:24]([CH3:25])([CH3:27])[CH3:26])=[O:30])[CH2:32][CH2:33]2)([CH3:15])[C:12](=[O:14])[N:13]=1, predict the reactants needed to synthesize it. (4) Given the product [Cl:9][C:20]1[CH:19]=[CH:18][N:17]=[CH:16][C:15]=1[N+:12]([O-:14])=[O:13], predict the reactants needed to synthesize it. The reactants are: P(Cl)(Cl)(Cl)(Cl)Cl.P(Cl)(Cl)([Cl:9])=O.[N+:12]([C:15]1[CH:16]=[N:17][CH:18]=[CH:19][C:20]=1O)([O-:14])=[O:13]. (5) Given the product [CH3:12][C:11]1[C:10]([C:9]([OH:14])=[O:13])=[C:4]2[CH:5]=[CH:6][CH:7]=[CH:8][N:3]2[N:2]=1, predict the reactants needed to synthesize it. The reactants are: [I-].[NH2:2][N+:3]1[CH:8]=[CH:7][CH:6]=[CH:5][CH:4]=1.[C:9]([O:14]CC)(=[O:13])[C:10]#[C:11][CH3:12].C([O-])([O-])=O.[K+].[K+].O. (6) Given the product [F:24][C:10]([F:9])([F:23])[C:11]([N:13]([C:14]1[CH:15]=[C:16]2[C:20](=[CH:21][CH:22]=1)[NH:19][N:18]=[CH:17]2)[CH3:1])=[O:12], predict the reactants needed to synthesize it. The reactants are: [C:1](=O)([O-])[O-].[K+].[K+].CI.[F:9][C:10]([F:24])([F:23])[C:11]([NH:13][C:14]1[CH:15]=[C:16]2[C:20](=[CH:21][CH:22]=1)[NH:19][N:18]=[CH:17]2)=[O:12].O. (7) Given the product [CH3:1][O:2][C:3]1[CH:12]=[C:11]([O:13][CH3:14])[CH:10]=[C:9]2[C:4]=1[C:5](=[O:31])[NH:6][C:7]([C:15]1[CH:20]=[CH:19][C:18]([N:21]3[CH2:25][CH2:24][CH:23]([NH:26][CH3:27])[CH2:22]3)=[CH:17][CH:16]=1)=[N:8]2, predict the reactants needed to synthesize it. The reactants are: [CH3:1][O:2][C:3]1[CH:12]=[C:11]([O:13][CH3:14])[CH:10]=[C:9]2[C:4]=1[C:5](=[O:31])[NH:6][C:7]([C:15]1[CH:20]=[CH:19][C:18]([N:21]3[CH2:25][CH2:24][CH:23]([N:26](C)[C:27](=O)C)[CH2:22]3)=[CH:17][CH:16]=1)=[N:8]2. (8) Given the product [F:20][C:21]1[CH:26]=[CH:25][C:24]([C:2]2[CH:3]=[N:4][C:5]3[N:6]([CH:8]=[C:9]([CH2:11][O:12][C:13]4[CH:18]=[CH:17][N:16]=[C:15]([F:19])[CH:14]=4)[N:10]=3)[CH:7]=2)=[C:23]([CH2:30][OH:31])[CH:22]=1, predict the reactants needed to synthesize it. The reactants are: Br[C:2]1[CH:3]=[N:4][C:5]2[N:6]([CH:8]=[C:9]([CH2:11][O:12][C:13]3[CH:18]=[CH:17][N:16]=[C:15]([F:19])[CH:14]=3)[N:10]=2)[CH:7]=1.[F:20][C:21]1[CH:26]=[CH:25][C:24](B(O)O)=[C:23]([CH2:30][OH:31])[CH:22]=1. (9) Given the product [CH3:43][C:44]1[CH:49]=[C:48]([CH3:50])[NH:47][C:46](=[O:51])[C:45]=1[CH2:52][NH:53][C:21]([C:20]1[CH:24]=[C:16]([C:15]#[C:14][CH:11]2[CH2:12][CH2:13][N:8]([C:6]([O:5][C:1]([CH3:3])([CH3:4])[CH3:2])=[O:7])[CH2:9][CH2:10]2)[CH:17]=[C:18]([N:26]([CH2:33][CH3:34])[CH:27]2[CH2:32][CH2:31][O:30][CH2:29][CH2:28]2)[C:19]=1[CH3:25])=[O:22], predict the reactants needed to synthesize it. The reactants are: [C:1]([O:5][C:6]([N:8]1[CH2:13][CH2:12][CH:11]([C:14]#[C:15][C:16]2[CH:17]=[C:18]([N:26]([CH2:33][CH3:34])[CH:27]3[CH2:32][CH2:31][O:30][CH2:29][CH2:28]3)[C:19]([CH3:25])=[C:20]([CH:24]=2)[C:21](O)=[O:22])[CH2:10][CH2:9]1)=[O:7])([CH3:4])([CH3:3])[CH3:2].C(N(CC)CC)C.[Cl-].[CH3:43][C:44]1[CH:49]=[C:48]([CH3:50])[NH:47][C:46](=[O:51])[C:45]=1[CH2:52][NH3+:53].C1C=CC2N(O)N=NC=2C=1.C(Cl)CCl. (10) Given the product [O:21]=[C:9]1[N:8]2[CH2:7][CH2:6][N:5]([C:22]([O:24][C:25]([CH3:27])([CH3:26])[CH3:28])=[O:23])[CH2:4][CH:3]2[CH2:2][N:10]1[C:11]1[CH:16]=[CH:15][CH:14]=[C:13]([C:17]([F:19])([F:18])[F:20])[CH:12]=1, predict the reactants needed to synthesize it. The reactants are: O[CH2:2][CH:3]1[N:8]([C:9](=[O:21])[NH:10][C:11]2[CH:16]=[CH:15][CH:14]=[C:13]([C:17]([F:20])([F:19])[F:18])[CH:12]=2)[CH2:7][CH2:6][N:5]([C:22]([O:24][C:25]([CH3:28])([CH3:27])[CH3:26])=[O:23])[CH2:4]1.C1(P(C2C=CC=CC=2)C2C=CC=CC=2)C=CC=CC=1.N(C(OCC)=O)=NC(OCC)=O.C1(C)C=CC=CC=1.O.